This data is from Retrosynthesis with 50K atom-mapped reactions and 10 reaction types from USPTO. The task is: Predict the reactants needed to synthesize the given product. (1) Given the product COc1cccc(NC(=O)c2cc(C#N)cc(C)n2)c1, predict the reactants needed to synthesize it. The reactants are: CCOC(=O)c1cc(C#N)cc(C)n1.COc1cccc(N)c1. (2) The reactants are: CNC.COC(=O)COCC1CCN(c2ccc3nnc(C(F)(F)F)n3n2)CC1. Given the product CN(C)C(=O)COCC1CCN(c2ccc3nnc(C(F)(F)F)n3n2)CC1, predict the reactants needed to synthesize it. (3) Given the product Nc1ccc(Cl)c(Br)c1, predict the reactants needed to synthesize it. The reactants are: O=[N+]([O-])c1ccc(Cl)c(Br)c1. (4) Given the product CCCCOC(=O)CCc1cc(CO[Si](C)(C)C(C)(C)C)cc(OC)n1, predict the reactants needed to synthesize it. The reactants are: CCCCOC(=O)/C=C/c1cc(CO[Si](C)(C)C(C)(C)C)cc(OC)n1. (5) Given the product CCOC(=O)Cn1ccc2ccc(OCc3cc(-c4ccc(Cl)c(Cl)c4)nn3C)cc21, predict the reactants needed to synthesize it. The reactants are: CCOC(=O)Cn1ccc2ccc(O)cc21.Cn1nc(-c2ccc(Cl)c(Cl)c2)cc1CO. (6) Given the product Cc1noc([C@@H]2CCCCN2S(=O)(=O)c2ccc(F)cc2)n1, predict the reactants needed to synthesize it. The reactants are: CC(N)=NOC(=O)[C@@H]1CCCCN1S(=O)(=O)c1ccc(F)cc1. (7) Given the product COC(=O)COc1cccc(CCc2nc(-c3ccccc3)c(-c3ccccc3)s2)c1, predict the reactants needed to synthesize it. The reactants are: COC(=O)CBr.Oc1cccc(CCc2nc(-c3ccccc3)c(-c3ccccc3)s2)c1. (8) Given the product CCCc1cc(C(=O)NCc2c(C)cc(C)[nH]c2=O)c2cnn(C(C)C)c2n1, predict the reactants needed to synthesize it. The reactants are: CCCc1cc(C(=O)O)c2cnn(C(C)C)c2n1.Cc1cc(C)c(CN)c(=O)[nH]1. (9) Given the product COC(=O)[C@@H]1C[C@H](F)CN1C1(c2ccccc2OC)C(=O)Nc2ccc(Cl)cc21, predict the reactants needed to synthesize it. The reactants are: COC(=O)[C@@H]1C[C@H](F)CN1.COc1ccccc1C1(Cl)C(=O)Nc2ccc(Cl)cc21. (10) Given the product COC(=O)C(C)(C)Oc1ccc(OCCNc2nc(-c3ccc(C(F)(F)F)cc3)cs2)cc1C, predict the reactants needed to synthesize it. The reactants are: COC(=O)C(C)(C)Oc1ccc(OCCBr)cc1C.Nc1nc(-c2ccc(C(F)(F)F)cc2)cs1.